This data is from Catalyst prediction with 721,799 reactions and 888 catalyst types from USPTO. The task is: Predict which catalyst facilitates the given reaction. Reactant: Cl[C:2]1[N:11]=[CH:10][C:9]2[N:8]([CH2:12][C:13]([F:16])([F:15])[CH3:14])[C:7](=[O:17])[C:6]3([CH3:22])[CH2:18][O:19][CH2:20][CH2:21][N:5]3[C:4]=2[N:3]=1.[CH:23]1([NH:26][C:27]([NH:29][C:30]2[CH:35]=[CH:34][C:33](B3OC(C)(C)C(C)(C)O3)=[CH:32][CH:31]=2)=[O:28])[CH2:25][CH2:24]1.C(=O)([O-])[O-].[Na+].[Na+]. Product: [CH:23]1([NH:26][C:27]([NH:29][C:30]2[CH:35]=[CH:34][C:33]([C:2]3[N:11]=[CH:10][C:9]4[N:8]([CH2:12][C:13]([F:16])([F:15])[CH3:14])[C:7](=[O:17])[C:6]5([CH3:22])[CH2:18][O:19][CH2:20][CH2:21][N:5]5[C:4]=4[N:3]=3)=[CH:32][CH:31]=2)=[O:28])[CH2:25][CH2:24]1. The catalyst class is: 504.